Task: Predict the reactants needed to synthesize the given product.. Dataset: Full USPTO retrosynthesis dataset with 1.9M reactions from patents (1976-2016) (1) Given the product [C:11]([SiH2:10][O:9][C:8]([CH3:16])([CH3:15])[C:5]1[CH:6]=[CH:7][C:2]([CH2:23][C:22]2[CH:25]=[CH:26][C:19]([F:18])=[CH:20][CH:21]=2)=[N:3][CH:4]=1)([CH3:14])([CH3:13])[CH3:12], predict the reactants needed to synthesize it. The reactants are: Br[C:2]1[CH:7]=[CH:6][C:5]([C:8]([CH3:16])([CH3:15])[O:9][SiH2:10][C:11]([CH3:14])([CH3:13])[CH3:12])=[CH:4][N:3]=1.[Cl-].[F:18][C:19]1[CH:26]=[CH:25][C:22]([CH2:23][Zn+])=[CH:21][CH:20]=1.CCOC(C)=O. (2) Given the product [CH:27](=[N:1]/[C:2]([CH3:13])([CH3:12])[CH2:3][NH:4][C:5](=[O:11])[O:6][C:7]([CH3:8])([CH3:10])[CH3:9])\[C:21]1[CH:26]=[CH:25][CH:24]=[CH:23][CH:22]=1, predict the reactants needed to synthesize it. The reactants are: [NH2:1][C:2]([CH3:13])([CH3:12])[CH2:3][NH:4][C:5](=[O:11])[O:6][C:7]([CH3:10])([CH3:9])[CH3:8].S([O-])([O-])(=O)=O.[Na+].[Na+].[C:21]1([CH3:27])[CH:26]=[CH:25][CH:24]=[CH:23][CH:22]=1. (3) The reactants are: C([O:8][C:9](=[O:39])[CH2:10][O:11][C:12]1[C:20]2[CH:21]=[CH:22][CH:23]=[CH:24][C:19]=2[CH:18]=[C:17]2[C:13]=1[C:14]([C:34](=[O:38])[C:35]([NH2:37])=[O:36])=[C:15]([CH2:32][CH3:33])[N:16]2[CH2:25][C:26]1[CH:31]=[CH:30][CH:29]=[CH:28][CH:27]=1)C1C=CC=CC=1.C1CC=CCC=1. Given the product [NH2:37][C:35](=[O:36])[C:34]([C:14]1[C:13]2[C:17](=[CH:18][C:19]3[CH:24]=[CH:23][CH:22]=[CH:21][C:20]=3[C:12]=2[O:11][CH2:10][C:9]([OH:39])=[O:8])[N:16]([CH2:25][C:26]2[CH:31]=[CH:30][CH:29]=[CH:28][CH:27]=2)[C:15]=1[CH2:32][CH3:33])=[O:38], predict the reactants needed to synthesize it. (4) Given the product [CH3:1][O:2][C:3](=[O:22])[C:4]1[CH:9]=[CH:8][CH:7]=[C:6]([S:10][C:11]2[C:19]3[C:14](=[CH:15][C:16]([Cl:20])=[CH:17][CH:18]=3)[N:13]([C:24]3[CH:29]=[N:28][C:27]([CH3:30])=[CH:26][CH:25]=3)[C:12]=2[CH3:21])[CH:5]=1, predict the reactants needed to synthesize it. The reactants are: [CH3:1][O:2][C:3](=[O:22])[C:4]1[CH:9]=[CH:8][CH:7]=[C:6]([S:10][C:11]2[C:19]3[C:14](=[CH:15][C:16]([Cl:20])=[CH:17][CH:18]=3)[NH:13][C:12]=2[CH3:21])[CH:5]=1.Br[C:24]1[CH:25]=[CH:26][C:27]([CH3:30])=[N:28][CH:29]=1. (5) Given the product [C:41]([C:38]1[CH:37]=[CH:36][C:35]([N:34]([C:31]2[CH:32]=[CH:33][C:28]([C:24]([CH3:27])([CH3:26])[CH3:25])=[CH:29][CH:30]=2)[C:57]2[CH:58]=[CH:59][C:60]([C:18]3[CH:17]=[CH:16][C:15]([NH:14][C:9]4[CH:8]=[CH:13][CH:12]=[CH:11][CH:10]=4)=[CH:20][CH:19]=3)=[CH:61][CH:62]=2)=[CH:40][CH:39]=1)([CH3:44])([CH3:43])[CH3:42], predict the reactants needed to synthesize it. The reactants are: IC1C=CC([C:8]2[CH:13]=[CH:12][CH:11]=[CH:10][C:9]=2[N:14](C(=O)C)[C:15]2[CH:20]=[CH:19][CH:18]=[CH:17][CH:16]=2)=CC=1.[C:24]([C:28]1[CH:33]=[CH:32][C:31]([NH:34][C:35]2[CH:40]=[CH:39][C:38]([C:41]([CH3:44])([CH3:43])[CH3:42])=[CH:37][CH:36]=2)=[CH:30][CH:29]=1)([CH3:27])([CH3:26])[CH3:25].C(=O)([O-])[O-].[K+].[K+].[CH3:57][CH2:58][CH2:59][CH2:60][CH2:61][CH2:62][CH2:57][CH2:58][CH2:59][CH2:60][CH2:61][CH3:62].[OH-].[K+]. (6) Given the product [CH3:4][C:2]([NH:5][C:6]([C@H:8]1[N:17]([CH2:18][C@@H:19]([OH:49])[C@@H:20]([NH:28][C:29]([C@@H:31]([NH:36][C:37]([C:39]2[CH:40]=[CH:41][C:42]3[CH:43]=[CH:44][CH:45]=[CH:46][C:47]=3[N:48]=2)=[O:38])[CH2:32][C:33]([NH2:35])=[O:34])=[O:30])[CH2:21][C:22]2[CH:27]=[CH:26][CH:25]=[CH:24][CH:23]=2)[CH2:16][C@@H:15]2[C@@H:10]([CH2:11][CH2:12][CH2:13][CH2:14]2)[CH2:9]1)=[O:7])([CH3:1])[CH3:3], predict the reactants needed to synthesize it. The reactants are: [CH3:1][C:2]([NH:5][C:6]([C@H:8]1[N:17]([CH2:18][C@@H:19]([OH:49])[C@@H:20]([NH:28][C:29]([C@@H:31]([NH:36][C:37]([C:39]2[CH:40]=[CH:41][C:42]3[CH:43]=[CH:44][CH:45]=[CH:46][C:47]=3[N:48]=2)=[O:38])[CH2:32][C:33]([NH2:35])=[O:34])=[O:30])[CH2:21][C:22]2[CH:23]=[CH:24][CH:25]=[CH:26][CH:27]=2)[CH2:16][C@@H:15]2[C@@H:10]([CH2:11][CH2:12][CH2:13][CH2:14]2)[CH2:9]1)=[O:7])([CH3:4])[CH3:3].CS(O)(=O)=O.C(Cl)(Cl)Cl.O.[OH-].[Na+]. (7) Given the product [CH:24]1([C@H:2]([NH:1][C:34](=[O:48])[C@@H:33]([NH:32][CH3:31])[CH3:35])[C:3]([N:5]2[CH2:9][CH2:8][CH2:7][C@H:6]2[C:10]([NH:12][C:13]2[S:17][N:16]=[N:15][C:14]=2[C:18]2[CH:23]=[CH:22][CH:21]=[CH:20][CH:19]=2)=[O:11])=[O:4])[CH2:29][CH2:28][CH2:27][CH2:26][CH2:25]1, predict the reactants needed to synthesize it. The reactants are: [NH2:1][C@@H:2]([CH:24]1[CH2:29][CH2:28][CH2:27][CH2:26][CH2:25]1)[C:3]([N:5]1[CH2:9][CH2:8][CH2:7][C@H:6]1[C:10]([NH:12][C:13]1[S:17][N:16]=[N:15][C:14]=1[C:18]1[CH:23]=[CH:22][CH:21]=[CH:20][CH:19]=1)=[O:11])=[O:4].C[CH2:31][N:32](C(C)C)[CH:33]([CH3:35])[CH3:34].C1C=CC2N([OH:48])N=NC=2C=1.CCN=C=NCCCN(C)C.Cl.Cl.O1CCOCC1.